Dataset: Peptide-MHC class I binding affinity with 185,985 pairs from IEDB/IMGT. Task: Regression. Given a peptide amino acid sequence and an MHC pseudo amino acid sequence, predict their binding affinity value. This is MHC class I binding data. (1) The peptide sequence is KAFSPEVIPMF. The MHC is HLA-B58:01 with pseudo-sequence HLA-B58:01. The binding affinity (normalized) is 0.622. (2) The peptide sequence is MIWDPNGW. The MHC is HLA-A24:02 with pseudo-sequence HLA-A24:02. The binding affinity (normalized) is 0.0423. (3) The peptide sequence is YPLTFGWCY. The MHC is HLA-A02:02 with pseudo-sequence HLA-A02:02. The binding affinity (normalized) is 0. (4) The binding affinity (normalized) is 0. The MHC is HLA-B35:01 with pseudo-sequence HLA-B35:01. The peptide sequence is AEQASQEVKNW. (5) The peptide sequence is AAVEAAEL. The MHC is H-2-Kb with pseudo-sequence H-2-Kb. The binding affinity (normalized) is 0.313.